This data is from Reaction yield outcomes from USPTO patents with 853,638 reactions. The task is: Predict the reaction yield, written as a fraction of the theoretical maximum amount of product (1.0 means a 100% yield; for example, 0.34 means a 34% yield). (1) The reactants are [CH:1]1([C:7]2[C:8]3[CH:31]=[CH:30][C:29]([C:32]([O:34][CH3:35])=[O:33])=[CH:28][C:9]=3[N:10]3[C:16]=2[C:15]2[CH:17]=[CH:18][C:19]([O:21][CH:22]4[CH2:27][CH2:26][CH2:25][NH:24][CH2:23]4)=[CH:20][C:14]=2[O:13][CH2:12][CH2:11]3)[CH2:6][CH2:5][CH2:4][CH2:3][CH2:2]1.[CH3:36][S:37](Cl)(=[O:39])=[O:38].C1(C)C=CC=CC=1. The catalyst is N1C=CC=CC=1. The product is [CH:1]1([C:7]2[C:8]3[CH:31]=[CH:30][C:29]([C:32]([O:34][CH3:35])=[O:33])=[CH:28][C:9]=3[N:10]3[C:16]=2[C:15]2[CH:17]=[CH:18][C:19]([O:21][CH:22]4[CH2:27][CH2:26][CH2:25][N:24]([S:37]([CH3:36])(=[O:39])=[O:38])[CH2:23]4)=[CH:20][C:14]=2[O:13][CH2:12][CH2:11]3)[CH2:2][CH2:3][CH2:4][CH2:5][CH2:6]1. The yield is 0.940. (2) The yield is 0.580. The catalyst is C(#N)C. The reactants are [OH:1][C:2]1[CH:23]=[CH:22][C:5]([C:6]([NH:8][C:9]2[CH:10]=[C:11]([CH:18]=[CH:19][C:20]=2[CH3:21])[C:12]([NH:14][CH:15]2[CH2:17][CH2:16]2)=[O:13])=[O:7])=[CH:4][CH:3]=1.Br[CH2:25][C:26]1[N:31]=[C:30]([CH2:32][OH:33])[CH:29]=[CH:28][CH:27]=1.C(=O)([O-])[O-].[K+].[K+].O. The product is [CH:15]1([NH:14][C:12](=[O:13])[C:11]2[CH:18]=[CH:19][C:20]([CH3:21])=[C:9]([NH:8][C:6](=[O:7])[C:5]3[CH:4]=[CH:3][C:2]([O:1][CH2:25][C:26]4[CH:27]=[CH:28][CH:29]=[C:30]([CH2:32][OH:33])[N:31]=4)=[CH:23][CH:22]=3)[CH:10]=2)[CH2:16][CH2:17]1.